This data is from Full USPTO retrosynthesis dataset with 1.9M reactions from patents (1976-2016). The task is: Predict the reactants needed to synthesize the given product. (1) Given the product [NH2:29][C:26]1[N:27]=[CH:28][C:23]([C:51]2[CH:52]=[N:53][N:54]([CH:56]3[CH2:57][CH2:58][N:59]([C:62](=[O:64])[CH3:63])[CH2:60][CH2:61]3)[CH:55]=2)=[C:24]2[CH:32]=[C:31]([C:33]3[N:34]([CH3:42])[N:35]=[C:36]4[C:41]=3[CH:40]=[CH:39][N:38]=[CH:37]4)[O:30][C:25]=12, predict the reactants needed to synthesize it. The reactants are: IC1C=NC(N)=C2OC(C3C4C(=CN=CC=4)N(C)N=3)=CC=12.I[C:23]1[CH:28]=[N:27][C:26]([NH2:29])=[C:25]2[O:30][C:31]([C:33]3[N:34]([CH3:42])[N:35]=[C:36]4[C:41]=3[CH:40]=[CH:39][N:38]=[CH:37]4)=[CH:32][C:24]=12.CC1(C)C(C)(C)OB([C:51]2[CH:52]=[N:53][N:54]([CH:56]3[CH2:61][CH2:60][N:59]([C:62](=[O:64])[CH3:63])[CH2:58][CH2:57]3)[CH:55]=2)O1.C(=O)([O-])[O-].[K+].[K+]. (2) The reactants are: [CH3:1][C:2]1[CH:28]=[C:27]([CH3:29])[CH:26]=[CH:25][C:3]=1[CH2:4][N:5]1[C:13]([C:14]2[CH:19]=[CH:18][C:17]([F:20])=[CH:16][CH:15]=2)=[C:12]2[C:7]([C:8]([C:21](OC)=[O:22])=[CH:9][CH:10]=[CH:11]2)=[N:6]1.[Al].[Li].[H-].[OH-].[Na+].[O-]S([O-])(=O)=O.[Na+].[Na+]. Given the product [CH3:1][C:2]1[CH:28]=[C:27]([CH3:29])[CH:26]=[CH:25][C:3]=1[CH2:4][N:5]1[C:13]([C:14]2[CH:15]=[CH:16][C:17]([F:20])=[CH:18][CH:19]=2)=[C:12]2[C:7]([C:8]([CH2:21][OH:22])=[CH:9][CH:10]=[CH:11]2)=[N:6]1, predict the reactants needed to synthesize it. (3) Given the product [F:15][C:16]([F:20])([F:19])[CH2:17][NH:18][C:2]1[N:3]=[CH:4][C:5]([C:11]([F:14])([F:13])[F:12])=[CH:6][C:7]=1[C:8]([OH:10])=[O:9], predict the reactants needed to synthesize it. The reactants are: Cl[C:2]1[C:7]([C:8]([OH:10])=[O:9])=[CH:6][C:5]([C:11]([F:14])([F:13])[F:12])=[CH:4][N:3]=1.[F:15][C:16]([F:20])([F:19])[CH2:17][NH2:18].C(=O)([O-])[O-].[K+].[K+]. (4) The reactants are: [F:1][C:2]([F:13])([F:12])[CH2:3][O:4][C:5]1[CH:10]=[CH:9][CH:8]=[CH:7][C:6]=1Br.[NH2:14][C:15]1[CH:16]=[C:17](B(O)O)[CH:18]=[CH:19][CH:20]=1.C(=O)([O-])[O-].[Na+].[Na+].C(O)C. Given the product [F:1][C:2]([F:13])([F:12])[CH2:3][O:4][C:5]1[CH:10]=[CH:9][CH:8]=[CH:7][C:6]=1[NH:14][C:15]1[CH:16]=[CH:17][CH:18]=[CH:19][CH:20]=1, predict the reactants needed to synthesize it. (5) The reactants are: C(OC(=O)[NH:7][C@H:8]([C:12]([N:14]1[CH2:23][CH2:22][C:21]2[C:16](=[CH:17][CH:18]=[CH:19][CH:20]=2)[C@H:15]1[C:24](=[O:34])[NH:25][C:26]1[C:31]([F:32])=[CH:30][CH:29]=[CH:28][C:27]=1[Cl:33])=[O:13])[CH:9]([CH3:11])[CH3:10])(C)(C)C.[C:36]([OH:42])([C:38]([F:41])([F:40])[F:39])=[O:37]. Given the product [F:39][C:38]([F:41])([F:40])[C:36]([OH:42])=[O:37].[Cl:33][C:27]1[CH:28]=[CH:29][CH:30]=[C:31]([F:32])[C:26]=1[NH:25][C:24]([C@@H:15]1[C:16]2[C:21](=[CH:20][CH:19]=[CH:18][CH:17]=2)[CH2:22][CH2:23][N:14]1[C:12](=[O:13])[C@@H:8]([NH2:7])[CH:9]([CH3:11])[CH3:10])=[O:34], predict the reactants needed to synthesize it. (6) Given the product [C:1]([C:3]1[CH:4]=[CH:5][CH:6]=[C:7]2[C:12]=1[O:11][CH2:10][CH2:9][CH:8]2[C:13]([N:15]([CH2:25][C:26]1[CH:31]=[CH:30][C:29]([N:32]([CH3:34])[CH3:33])=[CH:28][CH:27]=1)[C:16]1[CH:21]=[CH:20][C:19]([CH:22]([CH3:24])[CH3:23])=[CH:18][CH:17]=1)=[O:14])(=[O:35])[NH2:2], predict the reactants needed to synthesize it. The reactants are: [C:1]([C:3]1[CH:4]=[CH:5][CH:6]=[C:7]2[C:12]=1[O:11][CH2:10][CH2:9][CH:8]2[C:13]([N:15]([CH2:25][C:26]1[CH:31]=[CH:30][C:29]([N:32]([CH3:34])[CH3:33])=[CH:28][CH:27]=1)[C:16]1[CH:21]=[CH:20][C:19]([CH:22]([CH3:24])[CH3:23])=[CH:18][CH:17]=1)=[O:14])#[N:2].[OH-:35].[Na+].OO. (7) The reactants are: [NH:1]1[CH2:6][CH2:5][C:4]2([C:15]3[N:16]=[CH:17][NH:18][C:14]=3[C:13]3[CH:12]=[CH:11][CH:10]=[CH:9][C:8]=3[O:7]2)[CH2:3][CH2:2]1.[CH:19]([O:22][C:23]1[CH:31]=[CH:30][C:26]([C:27](O)=[O:28])=[CH:25][C:24]=1[CH3:32])([CH3:21])[CH3:20].C(N(CC)CC)C.CCN=C=NCCCN(C)C. Given the product [CH:19]([O:22][C:23]1[CH:31]=[CH:30][C:26]([C:27]([N:1]2[CH2:6][CH2:5][C:4]3([C:15]4[N:16]=[CH:17][NH:18][C:14]=4[C:13]4[CH:12]=[CH:11][CH:10]=[CH:9][C:8]=4[O:7]3)[CH2:3][CH2:2]2)=[O:28])=[CH:25][C:24]=1[CH3:32])([CH3:21])[CH3:20], predict the reactants needed to synthesize it.